From a dataset of Peptide-MHC class I binding affinity with 185,985 pairs from IEDB/IMGT. Regression. Given a peptide amino acid sequence and an MHC pseudo amino acid sequence, predict their binding affinity value. This is MHC class I binding data. (1) The peptide sequence is KVFDKSLLY. The MHC is BoLA-T2a with pseudo-sequence YYATYRENFDTTFVDTLYIAYRDYTWAEHNYTWY. The binding affinity (normalized) is 0.0641. (2) The peptide sequence is KQNMRIRSK. The MHC is HLA-A25:01 with pseudo-sequence HLA-A25:01. The binding affinity (normalized) is 0.0847. (3) The peptide sequence is KPDHDGNTPL. The MHC is HLA-B35:01 with pseudo-sequence HLA-B35:01. The binding affinity (normalized) is 0.252. (4) The MHC is HLA-A24:02 with pseudo-sequence HLA-A24:02. The peptide sequence is KGNDMPGGY. The binding affinity (normalized) is 0. (5) The peptide sequence is PAEMLASI. The binding affinity (normalized) is 0. The MHC is HLA-A02:03 with pseudo-sequence HLA-A02:03. (6) The peptide sequence is WPEIVGAIV. The MHC is HLA-B40:01 with pseudo-sequence HLA-B40:01. The binding affinity (normalized) is 0.0847. (7) The peptide sequence is FTVKLGGVFH. The MHC is HLA-A03:01 with pseudo-sequence HLA-A03:01. The binding affinity (normalized) is 0.112. (8) The MHC is HLA-A03:01 with pseudo-sequence HLA-A03:01. The peptide sequence is NKQYIHCFRK. The binding affinity (normalized) is 0.364. (9) The peptide sequence is HIPEVCLKW. The binding affinity (normalized) is 0.0847. The MHC is HLA-A01:01 with pseudo-sequence HLA-A01:01. (10) The peptide sequence is RPNPDFNTF. The MHC is HLA-B51:01 with pseudo-sequence HLA-B51:01. The binding affinity (normalized) is 0.0847.